Dataset: Merck oncology drug combination screen with 23,052 pairs across 39 cell lines. Task: Regression. Given two drug SMILES strings and cell line genomic features, predict the synergy score measuring deviation from expected non-interaction effect. (1) Drug 1: O=S1(=O)NC2(CN1CC(F)(F)F)C1CCC2Cc2cc(C=CCN3CCC(C(F)(F)F)CC3)ccc2C1. Drug 2: Cn1nnc2c(C(N)=O)ncn2c1=O. Cell line: SKMES1. Synergy scores: synergy=4.82. (2) Drug 1: NC1(c2ccc(-c3nc4ccn5c(=O)[nH]nc5c4cc3-c3ccccc3)cc2)CCC1. Drug 2: Cn1c(=O)n(-c2ccc(C(C)(C)C#N)cc2)c2c3cc(-c4cnc5ccccc5c4)ccc3ncc21. Cell line: RPMI7951. Synergy scores: synergy=42.5. (3) Drug 1: COc1cc(C2c3cc4c(cc3C(OC3OC5COC(C)OC5C(O)C3O)C3COC(=O)C23)OCO4)cc(OC)c1O. Drug 2: CCN(CC)CCNC(=O)c1c(C)[nH]c(C=C2C(=O)Nc3ccc(F)cc32)c1C. Cell line: MDAMB436. Synergy scores: synergy=1.10. (4) Drug 1: CCC1=CC2CN(C1)Cc1c([nH]c3ccccc13)C(C(=O)OC)(c1cc3c(cc1OC)N(C)C1C(O)(C(=O)OC)C(OC(C)=O)C4(CC)C=CCN5CCC31C54)C2. Drug 2: Cn1nnc2c(C(N)=O)ncn2c1=O. Cell line: A2780. Synergy scores: synergy=-7.67. (5) Drug 1: O=C(CCCCCCC(=O)Nc1ccccc1)NO. Drug 2: COC1CC2CCC(C)C(O)(O2)C(=O)C(=O)N2CCCCC2C(=O)OC(C(C)CC2CCC(OP(C)(C)=O)C(OC)C2)CC(=O)C(C)C=C(C)C(O)C(OC)C(=O)C(C)CC(C)C=CC=CC=C1C. Cell line: SKOV3. Synergy scores: synergy=35.6.